This data is from Catalyst prediction with 721,799 reactions and 888 catalyst types from USPTO. The task is: Predict which catalyst facilitates the given reaction. (1) Reactant: [C:9](O[C:9]([O:11][C:12]([CH3:15])([CH3:14])[CH3:13])=[O:10])([O:11][C:12]([CH3:15])([CH3:14])[CH3:13])=[O:10].[NH2:16][C:17]1[N:18]([CH3:38])[C:19](=[O:37])[C@@H:20]2[C@@H:25]([CH3:26])[O:24][CH2:23][C@:21]2([C:27]2[CH:32]=[C:31]([N+:33]([O-:35])=[O:34])[CH:30]=[CH:29][C:28]=2[F:36])[N:22]=1.C(N(C(C)C)C(C)C)C. Product: [F:36][C:28]1[CH:29]=[CH:30][C:31]([N+:33]([O-:35])=[O:34])=[CH:32][C:27]=1[C@:21]12[CH2:23][O:24][C@H:25]([CH3:26])[C@H:20]1[C:19](=[O:37])[N:18]([CH3:38])[C:17]([NH:16][C:9](=[O:10])[O:11][C:12]([CH3:13])([CH3:14])[CH3:15])=[N:22]2. The catalyst class is: 1. (2) Reactant: [CH2:1]([N:8]([C@H:13]([CH2:17][CH3:18])[C@H:14]([OH:16])[CH3:15])[C:9](=[O:12])[CH2:10]Cl)[C:2]1[CH:7]=[CH:6][CH:5]=[CH:4][CH:3]=1.[H-].[Na+]. Product: [CH2:1]([N:8]1[C@H:13]([CH2:17][CH3:18])[C@@H:14]([CH3:15])[O:16][CH2:10][C:9]1=[O:12])[C:2]1[CH:7]=[CH:6][CH:5]=[CH:4][CH:3]=1. The catalyst class is: 1. (3) Reactant: [C:1]([C:4]1[CH:5]=[C:6]([C:10]2[C:11]([CH3:41])([CH3:40])[C@H:12]3[C@:25]([CH3:28])([CH2:26][CH:27]=2)[CH:24]2[C@:15]([CH3:39])([C@@:16]4([CH3:38])[C@H:21]([CH2:22][CH2:23]2)[C@H:20]2[C@H:29]([C:32]([CH3:34])=[CH2:33])[CH2:30][CH2:31][C@:19]2([C:35]([OH:37])=[O:36])[CH2:18][CH2:17]4)[CH2:14][CH2:13]3)[CH:7]=[CH:8][CH:9]=1)([OH:3])=[O:2]. The catalyst class is: 99. Product: [C:1]([C:4]1[CH:5]=[C:6]([C@H:10]2[CH2:27][CH2:26][C@@:25]3([CH3:28])[C@@H:12]([CH2:13][CH2:14][C@:15]4([CH3:39])[CH:24]3[CH2:23][CH2:22][C@H:21]3[C@@:16]4([CH3:38])[CH2:17][CH2:18][C@@:19]4([C:35]([OH:37])=[O:36])[CH2:31][CH2:30][CH:29]([CH:32]([CH3:34])[CH3:33])[C@@H:20]43)[C:11]2([CH3:41])[CH3:40])[CH:7]=[CH:8][CH:9]=1)([OH:3])=[O:2].